This data is from Catalyst prediction with 721,799 reactions and 888 catalyst types from USPTO. The task is: Predict which catalyst facilitates the given reaction. (1) Reactant: [C:1]1(=[O:7])[NH:5][C:4](=[O:6])[CH:3]=[CH:2]1.C(N(CC)CC)C.[Br:15][C:16]([CH3:21])(C)[C:17](Br)=[O:18]. Product: [Br:15][CH:16]([CH3:21])[C:17]([OH:18])=[O:6].[Br:15][CH:16]([CH3:21])[C:17]([OH:18])=[O:6].[Br:15][CH:16]([CH3:21])[C:17]([OH:18])=[O:6].[Br:15][CH:16]([CH3:21])[C:17]([OH:18])=[O:6].[C:4]1(=[O:6])[NH:5][C:1](=[O:7])[CH:2]=[CH:3]1. The catalyst class is: 4. (2) Reactant: [H-].[Na+].[NH:3]1[C:11]2[C:6](=[CH:7][CH:8]=[CH:9][CH:10]=2)[CH:5]=[C:4]1[C:12]([O:14][CH2:15][CH3:16])=[O:13].Cl.Cl[CH2:19][C:20]1[N:21]([CH3:25])[CH:22]=[CH:23][N:24]=1. Product: [CH3:25][N:21]1[CH:22]=[CH:23][N:24]=[C:20]1[CH2:19][N:3]1[C:11]2[C:6](=[CH:7][CH:8]=[CH:9][CH:10]=2)[CH:5]=[C:4]1[C:12]([O:14][CH2:15][CH3:16])=[O:13]. The catalyst class is: 3. (3) Product: [C:1]([N:4]([CH2:36][C:37]1[CH:38]=[CH:39][CH:40]=[CH:41][CH:42]=1)[C:5]1[CH:15]=[C:14]([C:16]2[C:25]3[C:20](=[CH:21][C:22]([O:31][CH2:32][CH3:33])=[C:23]4[O:28][C:27]([CH3:29])([CH3:30])[CH2:26][C:24]4=3)[CH2:19][C:18]([CH3:35])([CH3:34])[N:17]=2)[CH:13]=[CH:12][C:6]=1[C:7]([OH:9])=[O:8])(=[O:3])[CH3:2]. The catalyst class is: 5. Reactant: [C:1]([N:4]([CH2:36][C:37]1[CH:42]=[CH:41][CH:40]=[CH:39][CH:38]=1)[C:5]1[CH:15]=[C:14]([C:16]2[C:25]3[C:20](=[CH:21][C:22]([O:31][CH2:32][CH3:33])=[C:23]4[O:28][C:27]([CH3:30])([CH3:29])[CH2:26][C:24]4=3)[CH2:19][C:18]([CH3:35])([CH3:34])[N:17]=2)[CH:13]=[CH:12][C:6]=1[C:7]([O:9]CC)=[O:8])(=[O:3])[CH3:2].[OH-].[Na+]. (4) Reactant: [CH2:1]=[CH:2][CH2:3][C@@H:4]([NH2:8])[C:5]([OH:7])=[O:6].C(N(CC)CC)C.O.[CH2:17]([O:24][C:25](ON1C(=O)CCC1=O)=[O:26])[C:18]1[CH:23]=[CH:22][CH:21]=[CH:20][CH:19]=1. Product: [CH2:17]([O:24][C:25]([NH:8][C@H:4]([CH2:3][CH:2]=[CH2:1])[C:5]([OH:7])=[O:6])=[O:26])[C:18]1[CH:23]=[CH:22][CH:21]=[CH:20][CH:19]=1. The catalyst class is: 12. (5) Reactant: [CH:1]1[C:2]([C:10]([O:12][CH2:13][CH3:14])=[O:11])=[CH:3][N:4]2[C:9]=1[CH:8]=[CH:7][CH:6]=[CH:5]2.F[B-](F)(F)F.C1(P(C2CCCC2)C2CCCC2)CCCC1.C([O-])([O-])=O.[Cs+].[Cs+].Cl[C:43]1[CH:48]=[CH:47][N:46]=[CH:45][CH:44]=1. Product: [N:46]1[CH:47]=[CH:48][C:43]([C:3]2[N:4]3[C:9]([CH:8]=[CH:7][CH:6]=[CH:5]3)=[CH:1][C:2]=2[C:10]([O:12][CH2:13][CH3:14])=[O:11])=[CH:44][CH:45]=1. The catalyst class is: 718. (6) Reactant: [CH3:1][C:2]1([CH3:17])[CH2:7][CH2:6][CH2:5][CH:4]([S:8][C:9]2[CH:16]=[CH:15][C:12]([C:13]#[N:14])=[CH:11][CH:10]=2)[CH2:3]1.N. Product: [CH3:1][C:2]1([CH3:17])[CH2:7][CH2:6][CH2:5][CH:4]([S:8][C:9]2[CH:10]=[CH:11][C:12]([CH2:13][NH2:14])=[CH:15][CH:16]=2)[CH2:3]1. The catalyst class is: 470. (7) Product: [CH:1]([C:4]1[CH:11]=[CH:10][C:7]([CH2:8][N:12]2[CH2:17][CH2:16][NH:15][CH2:14][CH2:13]2)=[CH:6][CH:5]=1)([CH3:3])[CH3:2]. The catalyst class is: 1. Reactant: [CH:1]([C:4]1[CH:11]=[CH:10][C:7]([CH2:8]Cl)=[CH:6][CH:5]=1)([CH3:3])[CH3:2].[NH:12]1[CH2:17][CH2:16][NH:15][CH2:14][CH2:13]1. (8) Reactant: [NH2:1][CH2:2][C@H:3]([C:5]1[CH:10]=[CH:9][C:8]([F:11])=[CH:7][CH:6]=1)[OH:4]. Product: [NH2:1][CH2:2][C@@H:3]([C:5]1[CH:10]=[CH:9][C:8]([F:11])=[CH:7][CH:6]=1)[OH:4]. The catalyst class is: 14.